Dataset: Full USPTO retrosynthesis dataset with 1.9M reactions from patents (1976-2016). Task: Predict the reactants needed to synthesize the given product. (1) Given the product [OH:1][C:2]([C:5]1[N:10]=[CH:9][C:8]([C:11]([O-:13])=[O:12])=[CH:7][CH:6]=1)([CH3:3])[CH3:4].[Li+:15], predict the reactants needed to synthesize it. The reactants are: [OH:1][C:2]([C:5]1[N:10]=[CH:9][C:8]([C:11]([O:13]C)=[O:12])=[CH:7][CH:6]=1)([CH3:4])[CH3:3].[Li+:15].[OH-]. (2) Given the product [F:1][CH:2]([F:11])[O:3][C:4]1[CH:9]=[CH:8][C:7]([C:13]#[C:12][Si:14]([CH3:17])([CH3:16])[CH3:15])=[CH:6][CH:5]=1, predict the reactants needed to synthesize it. The reactants are: [F:1][CH:2]([F:11])[O:3][C:4]1[CH:9]=[CH:8][C:7](I)=[CH:6][CH:5]=1.[C:12]([Si:14]([CH3:17])([CH3:16])[CH3:15])#[CH:13]. (3) The reactants are: [F:1][C:2]1[CH:7]=[CH:6][C:5]([C:8]([F:11])([F:10])[F:9])=[CH:4][C:3]=1[NH:12][C:13]([NH:15][C:16]1[CH:21]=[CH:20][C:19]([C:22]#[C:23][C:24]([NH2:26])=[O:25])=[CH:18][CH:17]=1)=[O:14].I[C:28]1[CH:33]=[CH:32][C:31]([O:34][CH3:35])=[CH:30][CH:29]=1.C(NCC)C.C(O)=O. Given the product [F:1][C:2]1[CH:7]=[CH:6][C:5]([C:8]([F:11])([F:9])[F:10])=[CH:4][C:3]=1[NH:12][C:13]([NH:15][C:16]1[CH:21]=[CH:20][C:19](/[C:22](/[C:28]2[CH:33]=[CH:32][C:31]([O:34][CH3:35])=[CH:30][CH:29]=2)=[CH:23]\[C:24]([NH2:26])=[O:25])=[CH:18][CH:17]=1)=[O:14], predict the reactants needed to synthesize it. (4) Given the product [ClH:22].[CH3:1][O:2][C:3]1[CH:4]=[N:5][C:6]2[C:11]([CH:12]=1)=[CH:10][C:9]([CH:13]([CH3:21])[C:14]([OH:16])=[O:15])=[CH:8][CH:7]=2, predict the reactants needed to synthesize it. The reactants are: [CH3:1][O:2][C:3]1[CH:4]=[N:5][C:6]2[C:11]([CH:12]=1)=[CH:10][C:9]([CH:13]([CH3:21])[C:14]([O:16]C(C)(C)C)=[O:15])=[CH:8][CH:7]=2.[ClH:22]. (5) Given the product [CH:1]1([C@H:4]([C:12]2[CH:13]=[N:14][C:15]([C:18]([F:21])([F:19])[F:20])=[CH:16][CH:17]=2)[NH2:5])[CH2:3][CH2:2]1, predict the reactants needed to synthesize it. The reactants are: [CH:1]1([C@H:4]([C:12]2[CH:13]=[N:14][C:15]([C:18]([F:21])([F:20])[F:19])=[CH:16][CH:17]=2)[NH:5][S@@](C(C)(C)C)=O)[CH2:3][CH2:2]1.C(O)C.Cl.O1CCOCC1. (6) Given the product [CH3:3][C:4]1[CH:9]=[CH:8][C:7]([C:10](=[O:12])[CH2:11][C:13](=[O:15])[CH3:14])=[CH:6][CH:5]=1, predict the reactants needed to synthesize it. The reactants are: [H-].[Na+].[CH3:3][C:4]1[CH:9]=[CH:8][C:7]([C:10](=[O:12])[CH3:11])=[CH:6][CH:5]=1.[C:13](OCC)(=[O:15])[CH3:14].Cl. (7) Given the product [CH2:9]([O:8][C:6](=[O:7])[C:5]1[CH:11]=[CH:12][C:2]([B:23]2[O:24][C:25]([CH3:27])([CH3:26])[C:21]([CH3:28])([CH3:20])[O:22]2)=[CH:3][CH:4]=1)[CH3:10], predict the reactants needed to synthesize it. The reactants are: I[C:2]1[CH:12]=[CH:11][C:5]([C:6]([O:8][CH2:9][CH3:10])=[O:7])=[CH:4][CH:3]=1.C(N(CC)CC)C.[CH3:20][C:21]1([CH3:28])[C:25]([CH3:27])([CH3:26])[O:24][BH:23][O:22]1.O. (8) Given the product [Br:8][C:9]1[CH:34]=[N:33][C:12]2[N:13]=[C:14]([N:20]3[CH2:23][CH:22]([NH:24][CH3:25])[CH2:21]3)[C:15]3[N:16]([N:17]=[N:18][N:19]=3)[C:11]=2[CH:10]=1, predict the reactants needed to synthesize it. The reactants are: C(O)(C(F)(F)F)=O.[Br:8][C:9]1[CH:34]=[N:33][C:12]2[N:13]=[C:14]([N:20]3[CH2:23][CH:22]([N:24](C)[C:25](=O)OC(C)(C)C)[CH2:21]3)[C:15]3[N:16]([N:17]=[N:18][N:19]=3)[C:11]=2[CH:10]=1. (9) The reactants are: [N:1]1([CH2:7][CH2:8][NH:9][C:10]([C:12]2[N:13]([CH3:27])[C:14]([C:17]3[S:25][C:24]4[C:19](=[N:20][CH:21]=[CH:22][C:23]=4Cl)[CH:18]=3)=[CH:15][N:16]=2)=[O:11])[CH2:6][CH2:5][O:4][CH2:3][CH2:2]1.[CH3:28][C:29]1[NH:30][C:31]2[C:36]([CH:37]=1)=[CH:35][C:34]([NH2:38])=[CH:33][CH:32]=2. Given the product [N:1]1([CH2:7][CH2:8][NH:9][C:10]([C:12]2[N:13]([CH3:27])[C:14]([C:17]3[S:25][C:24]4[C:19](=[N:20][CH:21]=[CH:22][C:23]=4[NH:38][C:34]4[CH:35]=[C:36]5[C:31](=[CH:32][CH:33]=4)[NH:30][C:29]([CH3:28])=[CH:37]5)[CH:18]=3)=[CH:15][N:16]=2)=[O:11])[CH2:6][CH2:5][O:4][CH2:3][CH2:2]1, predict the reactants needed to synthesize it. (10) Given the product [F:20][C:21]1[CH:22]=[C:23]([CH2:30][CH2:31][N:6]2[CH2:5][CH2:4][N:3]([CH:8]3[CH2:17][CH2:16][C:15]4[CH:14]=[C:13]([C:18]#[N:19])[CH:12]=[CH:11][C:10]=4[CH2:9]3)[C:2](=[O:1])[CH2:7]2)[CH:24]=[CH:25][C:26]=1[N+:27]([O-:29])=[O:28], predict the reactants needed to synthesize it. The reactants are: [O:1]=[C:2]1[CH2:7][NH:6][CH2:5][CH2:4][N:3]1[CH:8]1[CH2:17][CH2:16][C:15]2[CH:14]=[C:13]([C:18]#[N:19])[CH:12]=[CH:11][C:10]=2[CH2:9]1.[F:20][C:21]1[CH:22]=[C:23]([CH2:30][CH:31]=O)[CH:24]=[CH:25][C:26]=1[N+:27]([O-:29])=[O:28].